Task: Predict which catalyst facilitates the given reaction.. Dataset: Catalyst prediction with 721,799 reactions and 888 catalyst types from USPTO (1) Reactant: [C:1]([OH:8])(=[O:7])/[CH:2]=[CH:3]\[C:4]([OH:6])=[O:5].[Fe:9]. Product: [C:1]([O-:8])(=[O:7])/[CH:2]=[CH:3]\[C:4]([O-:6])=[O:5].[Fe+2:9]. The catalyst class is: 6. (2) Reactant: Cl.O.[OH:3][C:4]12[C:15]3[C:10](=[C:11]([N+:16]([O-])=O)[CH:12]=[CH:13][CH:14]=3)[C:9](=[O:19])[C:8]1([NH:20][C:21]([C:23]1[CH:24]=[C:25]3[C:29](=[CH:30][CH:31]=1)[NH:28][CH:27]=[CH:26]3)=[O:22])[C:7]1[CH:32]=[CH:33][C:34]([CH:36]([CH3:38])[CH3:37])=[CH:35][C:6]=1[O:5]2. Product: [NH2:16][C:11]1[CH:12]=[CH:13][CH:14]=[C:15]2[C:10]=1[C:9](=[O:19])[C:8]1([NH:20][C:21]([C:23]3[CH:24]=[C:25]4[C:29](=[CH:30][CH:31]=3)[NH:28][CH:27]=[CH:26]4)=[O:22])[C:7]3[CH:32]=[CH:33][C:34]([CH:36]([CH3:38])[CH3:37])=[CH:35][C:6]=3[O:5][C:4]12[OH:3]. The catalyst class is: 186. (3) Reactant: C1(C)C(S([N:10]2[CH:14]=[CH:13][CH:12]=[C:11]2[C:15](=[O:30])[C:16]2[CH:21]=[CH:20][C:19]([CH2:22][NH:23]C(=O)C(F)(F)F)=[CH:18][CH:17]=2)(=O)=O)=CC=CC=1.[OH-].[K+]. Product: [NH2:23][CH2:22][C:19]1[CH:18]=[CH:17][C:16]([C:15]([C:11]2[NH:10][CH:14]=[CH:13][CH:12]=2)=[O:30])=[CH:21][CH:20]=1. The catalyst class is: 14.